This data is from Full USPTO retrosynthesis dataset with 1.9M reactions from patents (1976-2016). The task is: Predict the reactants needed to synthesize the given product. (1) Given the product [O:15]1[CH2:16][CH2:17][CH:12]([C:9]2[CH:10]=[CH:11][C:6]([O:5][CH2:4][CH:2]3[O:1][C:19]([NH2:20])=[N:18][CH2:3]3)=[CH:7][CH:8]=2)[CH2:13][CH2:14]1, predict the reactants needed to synthesize it. The reactants are: [O:1]1[CH2:3][CH:2]1[CH2:4][O:5][C:6]1[CH:11]=[CH:10][C:9]([CH:12]2[CH2:17][CH2:16][O:15][CH2:14][CH2:13]2)=[CH:8][CH:7]=1.[N:18]#[C:19][NH2:20].[Na]. (2) Given the product [CH:1]1([N:6]2[CH2:14][C:13]3[C:8](=[CH:9][CH:10]=[C:11]([O:15][CH2:16][C:17]4[CH:18]=[C:19]([C:35]5[C:36]([O:37][CH3:38])=[CH:28][CH:29]=[C:30]([C:31]([OH:33])=[O:32])[CH:34]=5)[CH:20]=[CH:21][CH:22]=4)[CH:12]=3)[C:7]2=[O:26])[CH2:5][CH2:4][CH2:3][CH2:2]1, predict the reactants needed to synthesize it. The reactants are: [CH:1]1([N:6]2[CH2:14][C:13]3[C:8](=[CH:9][CH:10]=[C:11]([O:15][CH2:16][C:17]4[CH:18]=[C:19](B(O)O)[CH:20]=[CH:21][CH:22]=4)[CH:12]=3)[C:7]2=[O:26])[CH2:5][CH2:4][CH2:3][CH2:2]1.I[C:28]1[CH:29]=[C:30]([CH:34]=[CH:35][C:36]=1[O:37][CH3:38])[C:31]([OH:33])=[O:32].C([O-])([O-])=O.[K+].[K+].Cl. (3) The reactants are: [F:1][CH2:2][CH2:3][CH2:4][OH:5].[CH3:6][S:7](Cl)(=[O:9])=[O:8].O. Given the product [F:1][CH2:2][CH2:3][CH2:4][O:5][S:7]([CH3:6])(=[O:9])=[O:8], predict the reactants needed to synthesize it.